From a dataset of Reaction yield outcomes from USPTO patents with 853,638 reactions. Predict the reaction yield, written as a fraction of the theoretical maximum amount of product (1.0 means a 100% yield; for example, 0.34 means a 34% yield). (1) The reactants are C([O:3][C:4](=[O:29])[CH2:5][CH2:6][N:7]1[C:15]2[C:10](=[CH:11][C:12]([C:16]([N:18]3[CH2:24][C:23]4([CH3:26])[CH2:25][CH:19]3[CH2:20][C:21]([CH3:28])([CH3:27])[CH2:22]4)=[O:17])=[CH:13][CH:14]=2)[CH:9]=[CH:8]1)C.[OH-].[Na+].Cl. The catalyst is C(O)C. The product is [CH3:26][C:23]12[CH2:25][CH:19]([N:18]([C:16]([C:12]3[CH:11]=[C:10]4[C:15](=[CH:14][CH:13]=3)[N:7]([CH2:6][CH2:5][C:4]([OH:29])=[O:3])[CH:8]=[CH:9]4)=[O:17])[CH2:24]1)[CH2:20][C:21]([CH3:28])([CH3:27])[CH2:22]2. The yield is 0.740. (2) The reactants are [CH3:1][C:2]1[C:3]([NH:8][C:9](=O)OC(C)(C)C)=[N:4][CH:5]=[CH:6][CH:7]=1.[Li].C1CCCCC1.CON(C)C(=O)[C:27]([F:30])([F:29])[F:28].Cl. The catalyst is C1COCC1. The product is [F:28][C:27]([F:30])([F:29])[C:9]1[NH:8][C:3]2=[N:4][CH:5]=[CH:6][CH:7]=[C:2]2[CH:1]=1. The yield is 0.570. (3) The reactants are [C:1]([C:5]1[O:6][C:7]([C:10]2[C:14]([S:15][CH3:16])=[C:13]([C:17]3[CH:22]=[CH:21][C:20]([Cl:23])=[CH:19][CH:18]=3)[N:12]([C:24]3[CH:29]=[CH:28][C:27]([Cl:30])=[CH:26][C:25]=3[Cl:31])[N:11]=2)=[N:8][N:9]=1)([CH3:4])([CH3:3])[CH3:2].C1C=C(Cl)C=C(C(OO)=[O:40])C=1.C([O-])(O)=O.[Na+]. No catalyst specified. The product is [C:1]([C:5]1[O:6][C:7]([C:10]2[C:14]([S:15]([CH3:16])=[O:40])=[C:13]([C:17]3[CH:18]=[CH:19][C:20]([Cl:23])=[CH:21][CH:22]=3)[N:12]([C:24]3[CH:29]=[CH:28][C:27]([Cl:30])=[CH:26][C:25]=3[Cl:31])[N:11]=2)=[N:8][N:9]=1)([CH3:4])([CH3:2])[CH3:3]. The yield is 0.650. (4) The reactants are Cl[CH2:2][C:3]1[CH:4]=[C:5]([CH:8]=[CH:9][CH:10]=1)[CH:6]=[O:7].C(=O)([O-])[O-].[K+].[K+].[F:17][C:18]([F:29])([F:28])[O:19][C:20]1[CH:27]=[CH:26][C:23]([CH2:24][SH:25])=[CH:22][CH:21]=1. The catalyst is C1COCC1. The product is [F:17][C:18]([F:28])([F:29])[O:19][C:20]1[CH:27]=[CH:26][C:23]([CH2:24][S:25][CH2:2][C:3]2[CH:4]=[C:5]([CH:8]=[CH:9][CH:10]=2)[CH:6]=[O:7])=[CH:22][CH:21]=1. The yield is 0.580.